This data is from Reaction yield outcomes from USPTO patents with 853,638 reactions. The task is: Predict the reaction yield, written as a fraction of the theoretical maximum amount of product (1.0 means a 100% yield; for example, 0.34 means a 34% yield). (1) The reactants are [CH2:1]([O:4][C:5]1([CH3:33])[CH2:10][CH2:9][N:8]([C:11]2[N:16]3[N:17]=[C:18]([NH2:20])[CH:19]=[C:15]3[N:14]=[C:13]([CH3:21])[C:12]=2[C@H:22]([O:28][C:29]([CH3:32])([CH3:31])[CH3:30])[C:23]([O:25][CH2:26][CH3:27])=[O:24])[CH2:7][CH2:6]1)[CH:2]=[CH2:3].[CH:34](=O)[CH2:35][CH2:36][CH2:37][CH:38]=[CH2:39].C(O)(=O)C.C([BH3-])#N.[Na+]. The catalyst is CO. The product is [CH2:1]([O:4][C:5]1([CH3:33])[CH2:10][CH2:9][N:8]([C:11]2[N:16]3[N:17]=[C:18]([NH:20][CH2:39][CH2:38][CH2:37][CH2:36][CH:35]=[CH2:34])[CH:19]=[C:15]3[N:14]=[C:13]([CH3:21])[C:12]=2[C@H:22]([O:28][C:29]([CH3:32])([CH3:31])[CH3:30])[C:23]([O:25][CH2:26][CH3:27])=[O:24])[CH2:7][CH2:6]1)[CH:2]=[CH2:3]. The yield is 0.570. (2) The reactants are [CH2:1]([O:3][C:4]1[CH:9]=[CH:8][C:7]([C:10]2[C:18]3[C:13](=[CH:14][C:15]([NH2:19])=[CH:16][CH:17]=3)[NH:12][CH:11]=2)=[CH:6][CH:5]=1)[CH3:2].[CH2:20]([C:22]1[CH:29]=[CH:28][C:25]([CH:26]=O)=[CH:24][CH:23]=1)[CH3:21].[BH4-].[Na+]. The catalyst is CO.C(O)(=O)C. The product is [CH2:1]([O:3][C:4]1[CH:5]=[CH:6][C:7]([C:10]2[C:18]3[C:13](=[CH:14][C:15]([NH:19][CH2:26][C:25]4[CH:28]=[CH:29][C:22]([CH2:20][CH3:21])=[CH:23][CH:24]=4)=[CH:16][CH:17]=3)[NH:12][CH:11]=2)=[CH:8][CH:9]=1)[CH3:2]. The yield is 0.140.